Dataset: Reaction yield outcomes from USPTO patents with 853,638 reactions. Task: Predict the reaction yield, written as a fraction of the theoretical maximum amount of product (1.0 means a 100% yield; for example, 0.34 means a 34% yield). (1) The reactants are Cl.Cl.[CH3:3][N:4]1[CH2:9][CH2:8][N:7]([C:10]([CH:12]2[CH2:17][CH2:16][NH:15][CH2:14][CH2:13]2)=[O:11])[CH2:6][CH2:5]1.CCN(C(C)C)C(C)C.[Br:27][C:28]1[C:33]([N+:34]([O-:36])=[O:35])=[C:32](Br)[C:31]([F:38])=[CH:30][N:29]=1. The catalyst is CN1C(=O)CCC1.CCOC(C)=O. The product is [Br:27][C:28]1[C:33]([N+:34]([O-:36])=[O:35])=[C:32]([N:15]2[CH2:16][CH2:17][CH:12]([C:10]([N:7]3[CH2:6][CH2:5][N:4]([CH3:3])[CH2:9][CH2:8]3)=[O:11])[CH2:13][CH2:14]2)[C:31]([F:38])=[CH:30][N:29]=1. The yield is 0.810. (2) The reactants are [CH3:1][C:2]([C:4]1[CH:9]=[CH:8][C:7]([O:10][CH3:11])=[CH:6][CH:5]=1)=[O:3].C[Si](C)(C)O[SiH](C)C.[F-].C([N+](CCCC)(CCCC)CCCC)CCC. The catalyst is C1C=CC=CC=1.C1COCC1. The product is [CH3:11][O:10][C:7]1[CH:8]=[CH:9][C:4]([CH:2]([OH:3])[CH3:1])=[CH:5][CH:6]=1. The yield is 0.920. (3) The reactants are [Br:1][C:2]1[CH:3]=[C:4]2[C:9](=[CH:10][CH:11]=1)[CH:8]=[C:7]([OH:12])[CH:6]=[CH:5]2.[CH3:13][CH:14]1[CH2:19][CH2:18][CH2:17][CH2:16][N:15]1[CH2:20][CH2:21]O.C1(P(C2C=CC=CC=2)C2C=CC=CC=2)C=CC=CC=1.N(C(OC(C)C)=O)=NC(OC(C)C)=O. The catalyst is C1COCC1. The product is [Br:1][C:2]1[CH:3]=[C:4]2[C:9](=[CH:10][CH:11]=1)[CH:8]=[C:7]([O:12][CH2:21][CH2:20][N:15]1[CH2:16][CH2:17][CH2:18][CH2:19][CH:14]1[CH3:13])[CH:6]=[CH:5]2. The yield is 0.110. (4) The reactants are [F:1][C:2]1[CH:10]=[C:9]([N:11]2[C:19]3[CH2:18][C:17]([CH3:21])([CH3:20])[CH2:16][C:15](=[O:22])[C:14]=3[C:13]([CH3:23])=[N:12]2)[CH:8]=[C:7]([NH:24][C@H:25]2[CH2:30][CH2:29][C@H:28]([OH:31])[CH2:27][CH2:26]2)[C:3]=1[C:4]([NH2:6])=[O:5].[C:32]([NH:39][CH2:40][C:41](O)=[O:42])([O:34][C:35]([CH3:38])([CH3:37])[CH3:36])=[O:33].C(Cl)CCl. The catalyst is CN(C1C=CN=CC=1)C.ClCCl. The product is [C:35]([O:34][C:32]([NH:39][CH2:40][C:41]([O:31][C@H:28]1[CH2:27][CH2:26][C@H:25]([NH:24][C:7]2[CH:8]=[C:9]([N:11]3[C:19]4[CH2:18][C:17]([CH3:21])([CH3:20])[CH2:16][C:15](=[O:22])[C:14]=4[C:13]([CH3:23])=[N:12]3)[CH:10]=[C:2]([F:1])[C:3]=2[C:4](=[O:5])[NH2:6])[CH2:30][CH2:29]1)=[O:42])=[O:33])([CH3:38])([CH3:37])[CH3:36]. The yield is 0.990. (5) The reactants are [CH3:1][N:2]1[C:6]([C:7]2[CH:12]=[CH:11][C:10]([NH2:13])=[CH:9][CH:8]=2)=[CH:5][C:4]([C:14]([F:17])([F:16])[F:15])=[N:3]1.[F:18][C:19]1[CH:27]=[C:26]([F:28])[CH:25]=[C:24]([F:29])[C:20]=1[C:21](Cl)=[O:22].CCN(C(C)C)C(C)C.C([O-])(O)=O.[Na+].C(Cl)Cl. The catalyst is C(Cl)Cl. The product is [F:18][C:19]1[CH:27]=[C:26]([F:28])[CH:25]=[C:24]([F:29])[C:20]=1[C:21]([NH:13][C:10]1[CH:9]=[CH:8][C:7]([C:6]2[N:2]([CH3:1])[N:3]=[C:4]([C:14]([F:15])([F:16])[F:17])[CH:5]=2)=[CH:12][CH:11]=1)=[O:22]. The yield is 0.801. (6) The reactants are [CH3:1][C:2]1([CH3:9])[C:6]([CH3:8])([CH3:7])[O:5][BH:4][O:3]1.[C:10]([C:12]1[CH:17]=[CH:16][C:15]([CH2:18][N:19]([CH3:21])[CH3:20])=[CH:14][CH:13]=1)#[CH:11]. The catalyst is C1(C)C=CC=CC=1. The product is [CH3:20][N:19]([CH3:21])[CH2:18][C:15]1[CH:16]=[CH:17][C:12](/[CH:10]=[CH:11]/[B:4]2[O:5][C:6]([CH3:8])([CH3:7])[C:2]([CH3:9])([CH3:1])[O:3]2)=[CH:13][CH:14]=1. The yield is 0.200. (7) The reactants are [C:1]([C:5]1[CH:10]=[CH:9][C:8]([N+:11]([O-:13])=[O:12])=[CH:7][C:6]=1N)([CH3:4])([CH3:3])[CH3:2].N([O-])=O.[Na+].[O-:19][S:20]([O-:22])=O.[Na+].[Na+].[ClH:25]. The product is [C:1]([C:5]1[CH:10]=[CH:9][C:8]([N+:11]([O-:13])=[O:12])=[CH:7][C:6]=1[S:20]([Cl:25])(=[O:22])=[O:19])([CH3:4])([CH3:3])[CH3:2]. The catalyst is O.[O-]S([O-])(=O)=O.[Cu+2]. The yield is 0.170.